From a dataset of NCI-60 drug combinations with 297,098 pairs across 59 cell lines. Regression. Given two drug SMILES strings and cell line genomic features, predict the synergy score measuring deviation from expected non-interaction effect. (1) Drug 1: CCC1(CC2CC(C3=C(CCN(C2)C1)C4=CC=CC=C4N3)(C5=C(C=C6C(=C5)C78CCN9C7C(C=CC9)(C(C(C8N6C=O)(C(=O)OC)O)OC(=O)C)CC)OC)C(=O)OC)O.OS(=O)(=O)O. Drug 2: C1=CC=C(C=C1)NC(=O)CCCCCCC(=O)NO. Cell line: K-562. Synergy scores: CSS=54.0, Synergy_ZIP=-1.48, Synergy_Bliss=-0.790, Synergy_Loewe=-7.82, Synergy_HSA=0.735. (2) Drug 1: CCCCC(=O)OCC(=O)C1(CC(C2=C(C1)C(=C3C(=C2O)C(=O)C4=C(C3=O)C=CC=C4OC)O)OC5CC(C(C(O5)C)O)NC(=O)C(F)(F)F)O. Drug 2: CN1C2=C(C=C(C=C2)N(CCCl)CCCl)N=C1CCCC(=O)O.Cl. Cell line: EKVX. Synergy scores: CSS=15.1, Synergy_ZIP=-5.06, Synergy_Bliss=-5.33, Synergy_Loewe=-26.3, Synergy_HSA=-6.06.